Dataset: Full USPTO retrosynthesis dataset with 1.9M reactions from patents (1976-2016). Task: Predict the reactants needed to synthesize the given product. (1) Given the product [CH2:1]([C:3]1[CH:10]=[C:9]([CH3:11])[CH:8]=[C:7]([CH2:12][CH3:13])[C:4]=1[CH2:5][OH:6])[CH3:2], predict the reactants needed to synthesize it. The reactants are: [CH2:1]([C:3]1[CH:10]=[C:9]([CH3:11])[CH:8]=[C:7]([CH2:12][CH3:13])[C:4]=1[CH:5]=[O:6])[CH3:2].[H-].[Al+3].[Li+].[H-].[H-].[H-].O.S(=O)(=O)(O)O. (2) Given the product [C:1]([CH2:4][C@H:5]1[CH2:10][CH2:9][C@H:8]([O:11][C:12]([N:14]2[CH2:23][CH2:22][C:21]3[C:16](=[CH:17][CH:18]=[C:19]([NH:24][C:25]([NH:27][C:28]4[CH:33]=[CH:32][CH:31]=[CH:30][C:29]=4[F:34])=[O:26])[CH:20]=3)[CH2:15]2)=[O:13])[CH2:7][CH2:6]1)(=[O:56])[NH2:57], predict the reactants needed to synthesize it. The reactants are: [C:1]([CH2:4][C@H:5]1[CH2:10][CH2:9][C@H:8]([O:11][C:12]([N:14]2[CH2:23][CH2:22][C:21]3[C:16](=[CH:17][CH:18]=[C:19]([NH:24][C:25]([NH:27][C:28]4[CH:33]=[CH:32][CH:31]=[CH:30][C:29]=4[F:34])=[O:26])[CH:20]=3)[CH2:15]2)=[O:13])[CH2:7][CH2:6]1)(O)=O.C1C=CC2N(O)N=NC=2C=1.CCN=C=NCCCN(C)C.[OH2:56].[NH3:57]. (3) Given the product [Br:1][C:2]1[C:3](=[O:19])[N:4]([CH2:23][C:24]2[O:25][CH:26]=[CH:27][CH:28]=2)[C:5]([CH3:18])=[CH:6][C:7]=1[O:8][CH2:9][C:10]1[CH:15]=[CH:14][C:13]([F:16])=[CH:12][C:11]=1[F:17], predict the reactants needed to synthesize it. The reactants are: [Br:1][C:2]1[C:3](=[O:19])[NH:4][C:5]([CH3:18])=[CH:6][C:7]=1[O:8][CH2:9][C:10]1[CH:15]=[CH:14][C:13]([F:16])=[CH:12][C:11]=1[F:17].[H-].[Na+].Cl[CH2:23][C:24]1[O:25][CH:26]=[CH:27][CH:28]=1.C(#N)C.O.